From a dataset of Catalyst prediction with 721,799 reactions and 888 catalyst types from USPTO. Predict which catalyst facilitates the given reaction. (1) Reactant: [CH2:1]([O:3][C:4]1[CH:13]=[C:12]2[C:7]([CH:8]=[CH:9][C:10]([C:14]3[N:18]4[CH:19]=[C:20]([C@H:23]([N:28]5[CH2:32][CH2:31][C@@:30]([NH:34]C(=O)OC(C)(C)C)([CH3:33])[CH2:29]5)[C:24]([F:27])([F:26])[F:25])[CH:21]=[CH:22][C:17]4=[N:16][N:15]=3)=[N:11]2)=[CH:6][C:5]=1[F:42])[CH3:2].Cl.O1CCOCC1. Product: [CH2:1]([O:3][C:4]1[CH:13]=[C:12]2[C:7]([CH:8]=[CH:9][C:10]([C:14]3[N:18]4[CH:19]=[C:20]([C@H:23]([N:28]5[CH2:32][CH2:31][C@:30]([CH3:33])([NH2:34])[CH2:29]5)[C:24]([F:26])([F:25])[F:27])[CH:21]=[CH:22][C:17]4=[N:16][N:15]=3)=[N:11]2)=[CH:6][C:5]=1[F:42])[CH3:2]. The catalyst class is: 34. (2) Reactant: [NH2:1][C:2]1[N:7]=[CH:6][N:5]=[C:4]2[N:8]([C@H:32]3[CH2:37][CH2:36][C@@H:35]([N:38]4[CH2:43][CH2:42][N:41]([CH3:44])[CH2:40][CH2:39]4)[CH2:34][CH2:33]3)[N:9]=[C:10]([C:11]3[CH:16]=[CH:15][C:14]([CH:17]([C:26]4[CH:31]=[CH:30][CH:29]=[CH:28][CH:27]=4)[NH:18]C(=O)OC(C)(C)C)=[CH:13][CH:12]=3)[C:3]=12.FC(F)(F)C(O)=O. Product: [NH2:18][CH:17]([C:26]1[CH:27]=[CH:28][CH:29]=[CH:30][CH:31]=1)[C:14]1[CH:13]=[CH:12][C:11]([C:10]2[C:3]3[C:4](=[N:5][CH:6]=[N:7][C:2]=3[NH2:1])[N:8]([C@H:32]3[CH2:37][CH2:36][C@@H:35]([N:38]4[CH2:39][CH2:40][N:41]([CH3:44])[CH2:42][CH2:43]4)[CH2:34][CH2:33]3)[N:9]=2)=[CH:16][CH:15]=1. The catalyst class is: 4. (3) Reactant: [H-].[Na+].[OH:3][CH2:4][CH2:5][O:6][C:7]1[N:12]=[CH:11][N:10]=[C:9]([NH:13][S:14]([CH2:17][CH2:18][C:19]2[CH:24]=[CH:23][CH:22]=[CH:21][CH:20]=2)(=[O:16])=[O:15])[C:8]=1[C:25]1[CH:30]=[CH:29][C:28]([CH3:31])=[CH:27][CH:26]=1.Cl[C:33]1[N:38]=[CH:37][CH:36]=[CH:35][N:34]=1. Product: [N:34]1[CH:35]=[CH:36][CH:37]=[N:38][C:33]=1[O:3][CH2:4][CH2:5][O:6][C:7]1[N:12]=[CH:11][N:10]=[C:9]([NH:13][S:14]([CH2:17][CH2:18][C:19]2[CH:24]=[CH:23][CH:22]=[CH:21][CH:20]=2)(=[O:15])=[O:16])[C:8]=1[C:25]1[CH:30]=[CH:29][C:28]([CH3:31])=[CH:27][CH:26]=1. The catalyst class is: 1. (4) Reactant: CCN(C(C)C)C(C)C.[C:10]([C:12]1[C:13]([N:25]2[CH2:28][CH:27]([C:29]([OH:31])=O)[CH2:26]2)=[N:14][C:15]([O:23][CH3:24])=[C:16]([C:18]([O:20][CH2:21][CH3:22])=[O:19])[CH:17]=1)#[N:11].C1CN([P+](Br)(N2CCCC2)N2CCCC2)CC1.F[P-](F)(F)(F)(F)F.[C:56]1([S:62]([NH2:65])(=[O:64])=[O:63])[CH:61]=[CH:60][CH:59]=[CH:58][CH:57]=1. Product: [CH2:21]([O:20][C:18](=[O:19])[C:16]1[CH:17]=[C:12]([C:10]#[N:11])[C:13]([N:25]2[CH2:28][CH:27]([C:29](=[O:31])[NH:65][S:62]([C:56]3[CH:61]=[CH:60][CH:59]=[CH:58][CH:57]=3)(=[O:64])=[O:63])[CH2:26]2)=[N:14][C:15]=1[O:23][CH3:24])[CH3:22]. The catalyst class is: 2. (5) Reactant: Br[C:2]1[CH:7]=[CH:6][C:5]([C:8]2([CH:11]=[O:12])[CH2:10][CH2:9]2)=[CH:4][CH:3]=1.[B:13]1([B:13]2[O:17][C:16]([CH3:19])([CH3:18])[C:15]([CH3:21])([CH3:20])[O:14]2)[O:17][C:16]([CH3:19])([CH3:18])[C:15]([CH3:21])([CH3:20])[O:14]1.C(Cl)Cl.C([O-])(=O)C.[K+]. Product: [CH3:20][C:15]1([CH3:21])[C:16]([CH3:19])([CH3:18])[O:17][B:13]([C:2]2[CH:7]=[CH:6][C:5]([C:8]3([CH:11]=[O:12])[CH2:10][CH2:9]3)=[CH:4][CH:3]=2)[O:14]1. The catalyst class is: 75. (6) Reactant: [Cl:1][C:2]1[CH:7]=[C:6]([O:8][CH3:9])[CH:5]=[CH:4][C:3]=1[O:10][CH3:11].C1N2CN3CN(C2)CN1C3.[C:22]([O-])(O)=[O:23].[Na+]. Product: [Cl:1][C:2]1[C:3]([O:10][CH3:11])=[CH:4][C:5]([CH:22]=[O:23])=[C:6]([O:8][CH3:9])[CH:7]=1. The catalyst class is: 67.